This data is from Full USPTO retrosynthesis dataset with 1.9M reactions from patents (1976-2016). The task is: Predict the reactants needed to synthesize the given product. (1) Given the product [Cl:23][C:24]1[C:41]([C:42]([F:45])([F:44])[F:43])=[CH:40][CH:39]=[CH:38][C:25]=1[CH2:26][N:27]1[CH:32]([CH:33]2[CH2:35][CH2:34]2)[CH2:31][NH:30][C:29](=[S:10])[C:28]1=[O:37], predict the reactants needed to synthesize it. The reactants are: COC1C=CC(P2(SP(C3C=CC(OC)=CC=3)(=S)S2)=[S:10])=CC=1.[Cl:23][C:24]1[C:41]([C:42]([F:45])([F:44])[F:43])=[CH:40][CH:39]=[CH:38][C:25]=1[CH2:26][N:27]1[CH:32]([CH:33]2[CH2:35][CH2:34]2)[CH2:31][NH:30][C:29](=O)[C:28]1=[O:37]. (2) Given the product [Cl:15][C:16]1[CH:21]=[CH:20][CH:19]=[CH:18][C:17]=1[C@@H:22]([NH:25][C:11]([C:8]1[CH:9]=[C:10]2[C:5](=[CH:6][CH:7]=1)[NH:4][N:3]=[C:2]2[I:1])=[O:13])[CH2:23][CH3:24], predict the reactants needed to synthesize it. The reactants are: [I:1][C:2]1[C:10]2[C:5](=[CH:6][CH:7]=[C:8]([C:11]([OH:13])=O)[CH:9]=2)[NH:4][N:3]=1.Cl.[Cl:15][C:16]1[CH:21]=[CH:20][CH:19]=[CH:18][C:17]=1[C@@H:22]([NH2:25])[CH2:23][CH3:24].